The task is: Predict the reactants needed to synthesize the given product.. This data is from Full USPTO retrosynthesis dataset with 1.9M reactions from patents (1976-2016). (1) Given the product [CH2:25]([O:27][C:28]([C:30]1([C:33]2[CH:38]=[CH:37][C:36]([C:20]3[CH:21]=[CH:22][C:17]([C:16]4[O:15][N:14]=[C:13]([CH3:24])[C:12]=4[CH:9]([NH:8][CH2:1][C:2]4[CH:7]=[CH:6][CH:5]=[CH:4][CH:3]=4)[CH2:10][OH:11])=[CH:18][CH:19]=3)=[CH:35][CH:34]=2)[CH2:31][CH2:32]1)=[O:29])[CH3:26], predict the reactants needed to synthesize it. The reactants are: [CH2:1]([NH:8][CH:9]([C:12]1[C:13]([CH3:24])=[N:14][O:15][C:16]=1[C:17]1[CH:22]=[CH:21][C:20](Br)=[CH:19][CH:18]=1)[CH2:10][OH:11])[C:2]1[CH:7]=[CH:6][CH:5]=[CH:4][CH:3]=1.[CH2:25]([O:27][C:28]([C:30]1([C:33]2[CH:38]=[CH:37][C:36](B3OC(C)(C)C(C)(C)O3)=[CH:35][CH:34]=2)[CH2:32][CH2:31]1)=[O:29])[CH3:26]. (2) Given the product [CH3:23][N:22]([CH3:24])[C:20](=[O:21])[CH2:19][O:1][C:2]1[CH:3]=[C:4]([CH:9]=[CH:10][CH:11]=1)[C:5]([O:7][CH3:8])=[O:6], predict the reactants needed to synthesize it. The reactants are: [OH:1][C:2]1[CH:3]=[C:4]([CH:9]=[CH:10][CH:11]=1)[C:5]([O:7][CH3:8])=[O:6].C([O-])([O-])=O.[K+].[K+].Cl[CH2:19][C:20]([N:22]([CH3:24])[CH3:23])=[O:21].Cl. (3) The reactants are: Br[C:2]1[C:7]2[N:8]=[CH:9][N:10]([C@H:13]([C:15]3[CH:20]=[CH:19][C:18]([F:21])=[C:17]([F:22])[CH:16]=3)[CH3:14])[C:11](=[O:12])[C:6]=2[C:5]([NH:23][CH2:24][C:25]2[S:26][CH:27]=[CH:28][CH:29]=2)=[N:4][CH:3]=1.[C:30]([Cu])#[N:31].ClCCl. Given the product [F:22][C:17]1[CH:16]=[C:15]([C@@H:13]([N:10]2[C:11](=[O:12])[C:6]3[C:5]([NH:23][CH2:24][C:25]4[S:26][CH:27]=[CH:28][CH:29]=4)=[N:4][CH:3]=[C:2]([C:30]#[N:31])[C:7]=3[N:8]=[CH:9]2)[CH3:14])[CH:20]=[CH:19][C:18]=1[F:21], predict the reactants needed to synthesize it. (4) The reactants are: [Br:1][C:2]1[CH:7]=[C:6]([F:8])[CH:5]=[CH:4][C:3]=1[CH:9]1[N:14]=[C:13]([C:15]2[S:16][CH:17]=[CH:18][N:19]=2)[NH:12][C:11]([CH2:20][N:21]2[CH2:26][CH2:25][O:24][CH2:23][CH:22]2[C:27](O)=[O:28])=[C:10]1[C:30]([O:32][CH2:33][CH3:34])=[O:31].Cl.[CH3:36][O:37][NH2:38].CCN=C=NCCCN(C)C.Cl.C1C=NC2N(O)N=NC=2C=1. Given the product [Br:1][C:2]1[CH:7]=[C:6]([F:8])[CH:5]=[CH:4][C:3]=1[CH:9]1[C:10]([C:30]([O:32][CH2:33][CH3:34])=[O:31])=[C:11]([CH2:20][N:21]2[CH2:26][CH2:25][O:24][CH2:23][C@H:22]2[C:27](=[O:28])[NH:38][O:37][CH3:36])[NH:12][C:13]([C:15]2[S:16][CH:17]=[CH:18][N:19]=2)=[N:14]1, predict the reactants needed to synthesize it.